From a dataset of Full USPTO retrosynthesis dataset with 1.9M reactions from patents (1976-2016). Predict the reactants needed to synthesize the given product. (1) Given the product [CH3:12][O:11][C:8]1[CH:7]=[C:6]2[C:5](=[CH:10][CH:9]=1)[C:4]([OH:14])=[N:25][C:24]([C:23]([F:27])([F:26])[F:22])=[CH:13]2, predict the reactants needed to synthesize it. The reactants are: C(N(CC)[C:4](=[O:14])[C:5]1[CH:10]=[CH:9][C:8]([O:11][CH3:12])=[CH:7][C:6]=1[CH3:13])C.C([Li])(C)(C)C.[F:22][C:23]([F:27])([F:26])[C:24]#[N:25]. (2) Given the product [Si:18]([O:17][C@H:16]1[C@@H:15]([O:25][Si:26]([C:29]([CH3:32])([CH3:31])[CH3:30])([CH3:27])[CH3:28])[C@H:14]([N:33]2[CH:38]=[CH:37][C:36](=[O:39])[N:35]([CH2:40][C:41]3[CH:46]=[CH:45][C:44]([O:47][CH3:48])=[CH:43][CH:42]=3)[C:34]2=[O:49])[O:13][CH:12]1[C@H:10]([OH:11])[C@@H:2]([C:3]([O:5][C:6]([CH3:7])([CH3:9])[CH3:8])=[O:4])[NH:1][CH2:81][CH2:80][CH2:79][NH:78][C:77](=[O:83])[CH2:76][CH2:75][CH2:74][CH2:73][CH2:72][CH2:71][CH2:70][CH2:69][CH2:68][CH2:67][NH:66][C:65](=[O:84])[O:64][CH2:63][CH:61]1[C:60]2[CH:59]=[CH:58][CH:57]=[CH:56][C:55]=2[C:54]2[C:62]1=[CH:50][CH:51]=[CH:52][CH:53]=2)([C:21]([CH3:22])([CH3:23])[CH3:24])([CH3:20])[CH3:19], predict the reactants needed to synthesize it. The reactants are: [NH2:1][C@@H:2]([C@H:10]([C@@H:12]1[C@@H:16]([O:17][Si:18]([C:21]([CH3:24])([CH3:23])[CH3:22])([CH3:20])[CH3:19])[C@@H:15]([O:25][Si:26]([C:29]([CH3:32])([CH3:31])[CH3:30])([CH3:28])[CH3:27])[C@H:14]([N:33]2[CH:38]=[CH:37][C:36](=[O:39])[N:35]([CH2:40][C:41]3[CH:46]=[CH:45][C:44]([O:47][CH3:48])=[CH:43][CH:42]=3)[C:34]2=[O:49])[O:13]1)[OH:11])[C:3]([O:5][C:6]([CH3:9])([CH3:8])[CH3:7])=[O:4].[CH:50]1[C:62]2[CH:61]([CH2:63][O:64][C:65](=[O:84])[NH:66][CH2:67][CH2:68][CH2:69][CH2:70][CH2:71][CH2:72][CH2:73][CH2:74][CH2:75][CH2:76][C:77](=[O:83])[NH:78][CH2:79][CH2:80][CH:81]=O)[C:60]3[C:55](=[CH:56][CH:57]=[CH:58][CH:59]=3)[C:54]=2[CH:53]=[CH:52][CH:51]=1.C(O[BH-](OC(=O)C)OC(=O)C)(=O)C.[Na+].